From a dataset of Catalyst prediction with 721,799 reactions and 888 catalyst types from USPTO. Predict which catalyst facilitates the given reaction. Reactant: C[O:2][C:3]1[CH:12]=[C:11]2[C:6]([C:7]([C:13]3[C:14]([C:22]4[CH:27]=[CH:26][CH:25]=[C:24]([CH3:28])[N:23]=4)=[N:15][N:16]4[CH:21]=[CH:20][CH:19]=[CH:18][C:17]=34)=[CH:8][CH:9]=[N:10]2)=[CH:5][CH:4]=1.C(S)C.[H-].[Na+].[NH4+].[Cl-]. Product: [CH3:28][C:24]1[N:23]=[C:22]([C:14]2[C:13]([C:7]3[C:6]4[C:11](=[CH:12][C:3]([OH:2])=[CH:4][CH:5]=4)[N:10]=[CH:9][CH:8]=3)=[C:17]3[CH:18]=[CH:19][CH:20]=[CH:21][N:16]3[N:15]=2)[CH:27]=[CH:26][CH:25]=1. The catalyst class is: 3.